From a dataset of Reaction yield outcomes from USPTO patents with 853,638 reactions. Predict the reaction yield, written as a fraction of the theoretical maximum amount of product (1.0 means a 100% yield; for example, 0.34 means a 34% yield). (1) The catalyst is O1CCOCC1.O.ClCCl.[Pd+2].ClC1C=C[C-](P(C2C=CC=CC=2)C2C=CC=CC=2)C=1Cl.[C-]1(P(C2C=CC=CC=2)C2C=CC=CC=2)C=CC=C1.[Fe+2]. The yield is 0.630. The product is [CH3:14][C:15]1([CH3:31])[C:19]([CH3:21])([CH3:20])[O:18][B:17]([C:2]2[CH:7]=[CH:6][C:5]([CH:8]3[CH2:12][O:11][C:10](=[O:13])[O:9]3)=[CH:4][CH:3]=2)[O:16]1. The reactants are Br[C:2]1[CH:7]=[CH:6][C:5]([CH:8]2[CH2:12][O:11][C:10](=[O:13])[O:9]2)=[CH:4][CH:3]=1.[CH3:14][C:15]1([CH3:31])[C:19]([CH3:21])([CH3:20])[O:18][B:17]([B:17]2[O:18][C:19]([CH3:21])([CH3:20])[C:15]([CH3:31])([CH3:14])[O:16]2)[O:16]1.C([O-])(=O)C.[K+]. (2) The reactants are Br[CH2:2][CH:3]1[CH2:5][CH2:4]1.[S:6]([O-:9])([O-:8])=[O:7].[Na+:10].[Na+]. No catalyst specified. The product is [CH:5]1([CH2:4][S:6]([O-:9])(=[O:8])=[O:7])[CH2:3][CH2:2]1.[Na+:10]. The yield is 0.720. (3) The reactants are [Cl:1][C:2]1[CH:9]=[C:8]([N:10]2[C:14](=[O:15])[CH:13]=[C:12]([OH:16])[CH:11]2[CH2:17][C:18]2[CH:23]=[CH:22][C:21]([F:24])=[CH:20][CH:19]=2)[CH:7]=[CH:6][C:3]=1[C:4]#[N:5].C(O)(=O)C.[BH4-].[Na+].O. The catalyst is C(#N)C.[Cl-].[Na+].O. The product is [Cl:1][C:2]1[CH:9]=[C:8]([N:10]2[C:14](=[O:15])[CH2:13][C@H:12]([OH:16])[C@@H:11]2[CH2:17][C:18]2[CH:19]=[CH:20][C:21]([F:24])=[CH:22][CH:23]=2)[CH:7]=[CH:6][C:3]=1[C:4]#[N:5]. The yield is 0.710.